This data is from Reaction yield outcomes from USPTO patents with 853,638 reactions. The task is: Predict the reaction yield, written as a fraction of the theoretical maximum amount of product (1.0 means a 100% yield; for example, 0.34 means a 34% yield). (1) The reactants are C[O:2][C:3](=[O:36])[CH:4]([O:33][CH2:34][CH3:35])[CH2:5][C:6]1[CH:11]=[CH:10][C:9]([CH2:12][CH2:13][N:14]([C:22](=[O:32])[CH2:23][C:24]2[CH:29]=[CH:28][C:27]([F:30])=[CH:26][C:25]=2[F:31])[CH2:15][CH2:16][CH2:17][CH2:18][CH2:19][CH2:20][CH3:21])=[CH:8][CH:7]=1.[Li+].[OH-]. The catalyst is O1CCCC1. The product is [F:31][C:25]1[CH:26]=[C:27]([F:30])[CH:28]=[CH:29][C:24]=1[CH2:23][C:22]([N:14]([CH2:15][CH2:16][CH2:17][CH2:18][CH2:19][CH2:20][CH3:21])[CH2:13][CH2:12][C:9]1[CH:10]=[CH:11][C:6]([CH2:5][CH:4]([O:33][CH2:34][CH3:35])[C:3]([OH:36])=[O:2])=[CH:7][CH:8]=1)=[O:32]. The yield is 0.840. (2) The reactants are [O:1]1[CH2:5][CH2:4][N:3]=[C:2]1[C:6]1[NH:10][C:9]([C:11]2[CH:12]=[C:13]([CH:25]=[C:26]([O:28][C@@H:29]([CH3:33])[CH2:30][O:31]C)[CH:27]=2)[O:14][C:15]2[CH:16]=[CH:17][C:18]([S:21]([CH3:24])(=[O:23])=[O:22])=[N:19][CH:20]=2)=[CH:8][CH:7]=1.B(Br)(Br)Br.[Cl-].[NH4+]. The catalyst is C(Cl)Cl. The product is [O:1]1[CH2:5][CH2:4][N:3]=[C:2]1[C:6]1[NH:10][C:9]([C:11]2[CH:27]=[C:26]([CH:25]=[C:13]([O:14][C:15]3[CH:20]=[N:19][C:18]([S:21]([CH3:24])(=[O:22])=[O:23])=[CH:17][CH:16]=3)[CH:12]=2)[O:28][C@@H:29]([CH3:33])[CH2:30][OH:31])=[CH:8][CH:7]=1. The yield is 0.760. (3) The reactants are [Br:1][C:2]1[CH:7]=[C:6]([Cl:8])[C:5]([C:9]2[C:10](=[O:23])/[C:11](=[CH:16]/[C:17]3[CH:22]=[CH:21][CH:20]=[CH:19][N:18]=3)/[CH2:12][C:13]=2[O:14][CH3:15])=[C:4]([Cl:24])[CH:3]=1. The catalyst is CC(O)=O.CCOC(C)=O.[Zn]. The product is [Br:1][C:2]1[CH:7]=[C:6]([Cl:8])[C:5]([C:9]2[C:10](=[O:23])[CH:11]([CH2:16][C:17]3[CH:22]=[CH:21][CH:20]=[CH:19][N:18]=3)[CH2:12][C:13]=2[O:14][CH3:15])=[C:4]([Cl:24])[CH:3]=1. The yield is 0.990. (4) The reactants are [CH3:1][O:2][C:3]1[CH:4]=[C:5]2[C:10](=[C:11]([O:13][CH3:14])[CH:12]=1)[C:9]([OH:15])=[N:8][CH:7]=[CH:6]2.Br[C:17]1[CH:22]=[CH:21][C:20]([O:23][CH3:24])=[C:19]([F:25])[CH:18]=1.N1CCC[C@H]1C(O)=O.C(=O)([O-])[O-].[K+].[K+]. The catalyst is [Cu]I.O.CS(C)=O. The product is [CH3:1][O:2][C:3]1[CH:4]=[C:5]2[C:10](=[C:11]([O:13][CH3:14])[CH:12]=1)[C:9](=[O:15])[N:8]([C:17]1[CH:22]=[CH:21][C:20]([O:23][CH3:24])=[C:19]([F:25])[CH:18]=1)[CH:7]=[CH:6]2. The yield is 0.821. (5) The reactants are [F:1][C:2]1[CH:24]=[CH:23][CH:22]=[C:21]([F:25])[C:3]=1[CH2:4][C@H:5]1[CH2:10][C@@H:9]([C:11]2[O:15][NH:14][C:13](=[O:16])[CH:12]=2)[CH2:8][CH2:7][N:6]1C(OC)=O.Br. No catalyst specified. The product is [F:1][C:2]1[CH:24]=[CH:23][CH:22]=[C:21]([F:25])[C:3]=1[CH2:4][C@H:5]1[CH2:10][C@@H:9]([C:11]2[O:15][NH:14][C:13](=[O:16])[CH:12]=2)[CH2:8][CH2:7][NH:6]1. The yield is 0.820. (6) The reactants are [C:1]([CH2:3][C:4](ON1C(=O)CCC1=O)=[O:5])#[N:2].C(N(CC)CC)C.Cl.[O:22]=[C:23]1[C:28]([NH:29][C:30]2[N:38]=[C:37]3[C:33]([NH:34][C:35](=[O:45])[N:36]3[C@H:39]3[CH2:44][CH2:43][CH2:42][NH:41][CH2:40]3)=[CH:32][N:31]=2)=[CH:27][CH:26]=[CH:25][NH:24]1. The catalyst is CN(C=O)C. The product is [O:5]=[C:4]([N:41]1[CH2:42][CH2:43][CH2:44][C@H:39]([N:36]2[C:35](=[O:45])[NH:34][C:33]3[C:37]2=[N:38][C:30]([NH:29][C:28]2[C:23](=[O:22])[NH:24][CH:25]=[CH:26][CH:27]=2)=[N:31][CH:32]=3)[CH2:40]1)[CH2:3][C:1]#[N:2]. The yield is 0.200.